Dataset: Forward reaction prediction with 1.9M reactions from USPTO patents (1976-2016). Task: Predict the product of the given reaction. (1) Given the reactants [CH:1]1([CH2:7][C@H:8]([O:17][C:18](=[O:41])[NH:19][C@@H:20]([CH2:32][O:33]CC2C=CC=CC=2)[CH2:21][N:22]2[C:30]3[C:25](=[CH:26][C:27]([F:31])=[CH:28][CH:29]=3)[CH2:24][CH2:23]2)[C:9]([N:11]2[CH2:16][CH2:15][O:14][CH2:13][CH2:12]2)=[O:10])[CH2:6][CH2:5][CH2:4][CH2:3][CH2:2]1, predict the reaction product. The product is: [CH:1]1([CH2:7][C@H:8]([O:17][C:18](=[O:41])[NH:19][C@@H:20]([CH2:32][OH:33])[CH2:21][N:22]2[C:30]3[C:25](=[CH:26][C:27]([F:31])=[CH:28][CH:29]=3)[CH2:24][CH2:23]2)[C:9]([N:11]2[CH2:16][CH2:15][O:14][CH2:13][CH2:12]2)=[O:10])[CH2:2][CH2:3][CH2:4][CH2:5][CH2:6]1. (2) Given the reactants [CH3:1][O:2][C:3]1[CH:8]=[C:7]([N:9]2[CH2:14][CH2:13][O:12][CH2:11][CH2:10]2)[C:6]([N+:15]([O-])=O)=[CH:5][C:4]=1[NH:18][C:19]1[N:24]=[C:23]([N:25]2[CH:29]=[C:28]([CH:30]=O)[C:27]([CH3:32])=[N:26]2)[C:22]([CH3:33])=[CH:21][N:20]=1.Cl.[NH:35]1[CH2:39][CH2:38][C@@H:37]([OH:40])[CH2:36]1, predict the reaction product. The product is: [OH:40][C@@H:37]1[CH2:38][CH2:39][N:35]([CH2:30][C:28]2[C:27]([CH3:32])=[N:26][N:25]([C:23]3[C:22]([CH3:33])=[CH:21][N:20]=[C:19]([NH:18][C:4]4[C:3]([O:2][CH3:1])=[CH:8][C:7]([N:9]5[CH2:14][CH2:13][O:12][CH2:11][CH2:10]5)=[C:6]([NH:15][C:3](=[O:2])[CH:4]=[CH2:5])[CH:5]=4)[N:24]=3)[CH:29]=2)[CH2:36]1. (3) Given the reactants [CH3:1][C:2]([CH3:10])=[CH:3][CH2:4][CH2:5][CH2:6][CH2:7][CH2:8][OH:9], predict the reaction product. The product is: [CH3:1][CH:2]([CH3:10])[CH2:3][CH2:4][CH2:5][CH2:6][CH2:7][CH2:8][OH:9].